This data is from Orexin1 receptor HTS with 218,158 compounds and 233 confirmed actives. The task is: Binary Classification. Given a drug SMILES string, predict its activity (active/inactive) in a high-throughput screening assay against a specified biological target. (1) The drug is O=C1N(C(Nc2c1cccc2)c1cc(OC)ccc1)Cc1ccccc1. The result is 0 (inactive). (2) The drug is s1c(C=2NN=C(N=c3c2cc(OC)cc3)c2cccnc2)ccc1. The result is 0 (inactive). (3) The result is 0 (inactive). The molecule is S(=O)(=O)(N(c1c(C(=O)N2CCN(CC2)C)cccc1)Cc1ccccc1)c1ccccc1. (4) The compound is Clc1ccc(CC(=O)NC(c2cc([N+]([O-])=O)c(NC3CCCCC3)cc2)CC(=O)N)cc1. The result is 0 (inactive). (5) The compound is S(c1[nH]c2c(n1)ccc(c2)C)CC(=O)NCc1sccc1. The result is 0 (inactive). (6) The compound is O=C(N1CCC(CC1)C)COC(=O)c1n[nH]c2c1cccc2. The result is 0 (inactive). (7) The molecule is S(c1nn2c(nnc2cc1)c1ccncc1)CC(=O)Nc1cc2OCCOc2cc1. The result is 0 (inactive). (8) The molecule is s1c2c(nc1NC(=O)c1[nH]nc(OC)c1[N+]([O-])=O)cccc2. The result is 0 (inactive).